This data is from Full USPTO retrosynthesis dataset with 1.9M reactions from patents (1976-2016). The task is: Predict the reactants needed to synthesize the given product. (1) Given the product [Cl:1][C:2]1[CH:7]=[CH:6][C:5]([NH:8][C:9](=[O:21])[C:10]2[CH:15]=[CH:14][C:13]([C:16]([F:18])([F:17])[F:19])=[N:12][C:11]=2[CH3:20])=[CH:4][C:3]=1[C:22]1[CH:31]=[CH:30][C:25]([CH2:26][OH:27])=[CH:24][N:23]=1, predict the reactants needed to synthesize it. The reactants are: [Cl:1][C:2]1[CH:7]=[CH:6][C:5]([NH:8][C:9](=[O:21])[C:10]2[CH:15]=[CH:14][C:13]([C:16]([F:19])([F:18])[F:17])=[N:12][C:11]=2[CH3:20])=[CH:4][C:3]=1[C:22]1[CH:31]=[CH:30][C:25]([C:26](OC)=[O:27])=[CH:24][N:23]=1.[BH4-].[Na+]. (2) Given the product [NH2:32][C:29]1[CH:30]=[CH:31][C:26]([S:25][C:11]2[C:8]3[C:9](=[O:10])[N:4]([CH3:3])[C:5](=[O:39])[N:6]([CH2:35][CH:36]([CH3:38])[CH3:37])[C:7]=3[S:13][C:12]=2[CH2:14][C:15]2[C:24]3[C:19](=[CH:20][CH:21]=[CH:22][CH:23]=3)[CH:18]=[CH:17][CH:16]=2)=[N:27][CH:28]=1, predict the reactants needed to synthesize it. The reactants are: [Cl-].[NH4+].[CH3:3][N:4]1[C:9](=[O:10])[C:8]2[C:11]([S:25][C:26]3[CH:31]=[CH:30][C:29]([N+:32]([O-])=O)=[CH:28][N:27]=3)=[C:12]([CH2:14][C:15]3[C:24]4[C:19](=[CH:20][CH:21]=[CH:22][CH:23]=4)[CH:18]=[CH:17][CH:16]=3)[S:13][C:7]=2[N:6]([CH2:35][CH:36]([CH3:38])[CH3:37])[C:5]1=[O:39].[OH-].[Na+].C(OCC)(=O)C. (3) Given the product [Cl:30][C:31]1[CH:38]=[CH:37][C:34]([N:35]([CH3:36])[C:2]2[N:3]=[C:4]([C:20]3[C:21]([CH3:29])=[N:22][N:23]4[CH:28]=[CH:27][CH:26]=[CH:25][C:24]=34)[S:5][C:6]=2[C:7]2[N:11]=[CH:10][N:9]([CH2:12][O:13][CH2:14][CH2:15][Si:16]([CH3:17])([CH3:18])[CH3:19])[N:8]=2)=[CH:33][CH:32]=1, predict the reactants needed to synthesize it. The reactants are: Br[C:2]1[N:3]=[C:4]([C:20]2[C:21]([CH3:29])=[N:22][N:23]3[CH:28]=[CH:27][CH:26]=[CH:25][C:24]=23)[S:5][C:6]=1[C:7]1[N:11]=[CH:10][N:9]([CH2:12][O:13][CH2:14][CH2:15][Si:16]([CH3:19])([CH3:18])[CH3:17])[N:8]=1.[Cl:30][C:31]1[CH:38]=[CH:37][C:34]([NH:35][CH3:36])=[CH:33][CH:32]=1.CC(C)([O-])C.[Na+].C1(C)C=CC=CC=1. (4) Given the product [Cl:1][C:2]1[C:7]([F:8])=[CH:6][CH:5]=[C:4]([Cl:9])[C:3]=1[C@H:10]([O:12][C:13]1[C:14]([NH2:28])=[N:15][CH:16]=[C:17]([C:30]2[CH:31]=[N:32][N:33]([CH:35]3[CH2:40][CH2:39][N:38]([CH3:41])[CH2:37][CH2:36]3)[CH:34]=2)[CH:18]=1)[CH3:11], predict the reactants needed to synthesize it. The reactants are: [Cl:1][C:2]1[C:7]([F:8])=[CH:6][CH:5]=[C:4]([Cl:9])[C:3]=1[C@H:10]([O:12][C:13]1[C:14]([NH2:28])=[N:15][CH:16]=[C:17](B2OC(C)(C)C(C)(C)O2)[CH:18]=1)[CH3:11].Br[C:30]1[CH:31]=[N:32][N:33]([CH:35]2[CH2:40][CH2:39][N:38]([CH3:41])[CH2:37][CH2:36]2)[CH:34]=1. (5) Given the product [CH2:1]([O:8][C:9]1[CH:14]=[CH:13][C:12]([CH:15]([C:17]2[CH:22]=[CH:21][CH:20]=[CH:19][C:18]=2[F:23])[CH2:16][OH:24])=[CH:11][CH:10]=1)[C:2]1[CH:3]=[CH:4][CH:5]=[CH:6][CH:7]=1, predict the reactants needed to synthesize it. The reactants are: [CH2:1]([O:8][C:9]1[CH:14]=[CH:13][C:12]([C:15]([C:17]2[CH:22]=[CH:21][CH:20]=[CH:19][C:18]=2[F:23])=[CH2:16])=[CH:11][CH:10]=1)[C:2]1[CH:7]=[CH:6][CH:5]=[CH:4][CH:3]=1.[OH-:24].[Na+].OO.Cl. (6) Given the product [Cl:1][C:2]1[CH:7]=[C:6]([F:8])[CH:5]=[CH:4][C:3]=1[CH2:9][NH:10][C:11](=[O:19])[CH2:12][C:13]1[N:17]([CH3:18])[N:16]=[CH:15][C:14]=1[Cl:20], predict the reactants needed to synthesize it. The reactants are: [Cl:1][C:2]1[CH:7]=[C:6]([F:8])[CH:5]=[CH:4][C:3]=1[CH2:9][NH:10][C:11](=[O:19])[CH2:12][C:13]1[N:17]([CH3:18])[N:16]=[CH:15][CH:14]=1.[Cl:20]N1C(=O)CCC1=O.